From a dataset of Full USPTO retrosynthesis dataset with 1.9M reactions from patents (1976-2016). Predict the reactants needed to synthesize the given product. (1) The reactants are: [OH:1][C:2]1[CH:9]=[CH:8][C:5]([CH:6]=[O:7])=[CH:4][CH:3]=1.C([O-])([O-])=O.[Cs+].[Cs+].S([O-])(=O)(=O)C.[CH2:21]([N:23]([CH2:28][CH3:29])[CH2:24][CH2:25][CH2:26]O)[CH3:22].CS(Cl)(=O)=O. Given the product [CH2:21]([N:23]([CH2:28][CH3:29])[CH2:24][CH2:25][CH2:26][O:1][C:2]1[CH:9]=[CH:8][C:5]([CH:6]=[O:7])=[CH:4][CH:3]=1)[CH3:22], predict the reactants needed to synthesize it. (2) Given the product [F:1][C:2]1[CH:24]=[CH:23][CH:22]=[CH:21][C:3]=1[O:4][C:5]1[C:18](=[O:19])[N:17]([CH3:20])[C:8]2[N:9]=[C:10]([NH:34][CH2:33][C:29]3[CH:28]=[CH:27][CH:32]=[CH:31][N:30]=3)[N:11]=[CH:12][C:7]=2[CH:6]=1, predict the reactants needed to synthesize it. The reactants are: [F:1][C:2]1[CH:24]=[CH:23][CH:22]=[CH:21][C:3]=1[O:4][C:5]1[C:18](=[O:19])[N:17]([CH3:20])[C:8]2[N:9]=[C:10](S(C)(=O)=O)[N:11]=[CH:12][C:7]=2[CH:6]=1.NC[C:27]1[CH:32]=[CH:31][N:30]=[CH:29][CH:28]=1.[CH3:33][N:34](C=O)C. (3) Given the product [Cl:1][C:2]1[CH:7]=[CH:6][C:5]([NH:8][C:9]([NH:11][C:12]2[C:21]3[CH2:20][C:19](=[O:22])[CH2:18][CH2:17][C:16]=3[CH:15]=[CH:14][CH:13]=2)=[O:10])=[CH:4][C:3]=1[C:25]([F:26])([F:27])[F:28], predict the reactants needed to synthesize it. The reactants are: [Cl:1][C:2]1[CH:7]=[CH:6][C:5]([NH:8][C:9]([NH:11][C:12]2[C:21]3[CH2:20][C:19]([O:22]CC)=[CH:18][CH2:17][C:16]=3[CH:15]=[CH:14][CH:13]=2)=[O:10])=[CH:4][C:3]=1[C:25]([F:28])([F:27])[F:26].Cl.C(=O)(O)[O-].[Na+]. (4) The reactants are: [Cl:1][C:2]1[CH:3]=[N:4][C:5]2[N:6]([N:8]=[C:9]([C:11]([OH:13])=O)[CH:10]=2)[CH:7]=1.[CH3:14][CH:15]1[NH:20][CH2:19][CH2:18][N:17]2[CH:21]=[N:22][N:23]=[C:16]12. Given the product [Cl:1][C:2]1[CH:3]=[N:4][C:5]2[N:6]([N:8]=[C:9]([C:11]([N:20]3[CH2:19][CH2:18][N:17]4[CH:21]=[N:22][N:23]=[C:16]4[CH:15]3[CH3:14])=[O:13])[CH:10]=2)[CH:7]=1, predict the reactants needed to synthesize it. (5) Given the product [N:4]1[CH:3]=[C:2]([C:12]([OH:14])=[O:13])[CH:7]=[N:6][CH:5]=1, predict the reactants needed to synthesize it. The reactants are: Br[C:2]1[CH:3]=[N:4][CH:5]=[N:6][CH:7]=1.[C]=O.C([O-])(=O)C[C:12]([O-:14])=[O:13].[OH-].[Li+]. (6) The reactants are: [I:1][C:2]1[CH:3]=[C:4]2[C:8](=[CH:9][CH:10]=1)[NH:7][C:6](=[O:11])[C:5]2=O.[CH3:13][S:14][C:15]1[CH:24]=[CH:23][C:18]([C:19]([NH:21][NH2:22])=[O:20])=[CH:17][CH:16]=1. Given the product [I:1][C:2]1[CH:3]=[C:4]2[C:8](=[CH:9][CH:10]=1)[NH:7][C:6](=[O:11])[C:5]2=[N:22][NH:21][C:19](=[O:20])[C:18]1[CH:17]=[CH:16][C:15]([S:14][CH3:13])=[CH:24][CH:23]=1, predict the reactants needed to synthesize it. (7) Given the product [CH3:1][N:2]1[CH2:7][CH2:6][N:5]([CH2:8][C:9]2[N:10]=[C:11]([NH:14][C:42]([C:35]3[C:36]4[N:37]=[CH:38][CH:39]=[N:40][C:41]=4[C:32]([C:28]4[C:27]([CH3:26])=[CH:31][S:30][CH:29]=4)=[CH:33][CH:34]=3)=[O:43])[NH:12][CH:13]=2)[CH2:4][CH2:3]1, predict the reactants needed to synthesize it. The reactants are: [CH3:1][N:2]1[CH2:7][CH2:6][N:5]([CH2:8][C:9]2[N:10]=[C:11]([N+:14]([O-])=O)[NH:12][CH:13]=2)[CH2:4][CH2:3]1.CO.C1COCC1.CO.[CH3:26][C:27]1[C:28]([C:32]2[C:41]3[N:40]=[CH:39][CH:38]=[N:37][C:36]=3[C:35]([C:42](O)=[O:43])=[CH:34][CH:33]=2)=[CH:29][S:30][CH:31]=1. (8) Given the product [F:32][C:29]1[CH:30]=[CH:31][C:25]2[N:24]=[C:23]([C:18]3[C:17]4[C:16]5[C:11](=[CH:12][CH:13]=[CH:14][CH:15]=5)[N:10]([C:8]5[CH:7]=[CH:6][C:3]([C:4]([NH2:5])=[O:47])=[C:2]([NH:39][CH2:40][C:41]6[CH:46]=[CH:45][CH:44]=[CH:43][N:42]=6)[CH:9]=5)[C:22]=4[CH:21]=[CH:20][CH:19]=3)[NH:27][C:26]=2[CH:28]=1, predict the reactants needed to synthesize it. The reactants are: F[C:2]1[CH:9]=[C:8]([N:10]2[C:22]3[CH:21]=[CH:20][CH:19]=[C:18]([C:23]4[NH:27][C:26]5[CH:28]=[C:29]([F:32])[CH:30]=[CH:31][C:25]=5[N:24]=4)[C:17]=3[C:16]3[C:11]2=[CH:12][CH:13]=[CH:14][CH:15]=3)[CH:7]=[CH:6][C:3]=1[C:4]#[N:5].C(=O)([O-])[O-].[K+].[K+].[NH2:39][CH2:40][C:41]1[CH:46]=[CH:45][CH:44]=[CH:43][N:42]=1.[OH-:47].[Na+].OO. (9) Given the product [C:1]([C:5]1[CH:6]=[CH:7][C:8]([CH2:11][CH2:12][O:13][C:17]2[C:26]3[C:21](=[CH:22][CH:23]=[CH:24][CH:25]=3)[NH:20][C:19](=[O:27])[N:18]=2)=[CH:9][CH:10]=1)([CH3:4])([CH3:2])[CH3:3], predict the reactants needed to synthesize it. The reactants are: [C:1]([C:5]1[CH:10]=[CH:9][C:8]([CH2:11][CH2:12][OH:13])=[CH:7][CH:6]=1)([CH3:4])([CH3:3])[CH3:2].[H-].[Na+].Cl[C:17]1[C:26]2[C:21](=[CH:22][CH:23]=[CH:24][CH:25]=2)[NH:20][C:19](=[O:27])[N:18]=1.O. (10) Given the product [F:2][C:3]1[CH:8]=[CH:7][CH:6]=[CH:5][C:4]=1[N:9]1[C:17]2[C:12](=[C:13]([N:18]3[C:22](=[O:23])[C@H:21]4[CH2:24][N:25]([C:27]([NH:29][CH2:33][C:32]5[O:36][CH:37]=[N:38][CH:39]=5)=[O:28])[CH2:26][C@H:20]4[CH2:19]3)[CH:14]=[CH:15][CH:16]=2)[CH:11]=[N:10]1, predict the reactants needed to synthesize it. The reactants are: [I-].[F:2][C:3]1[CH:8]=[CH:7][CH:6]=[CH:5][C:4]=1[N:9]1[C:17]2[C:12](=[C:13]([N:18]3[C:22](=[O:23])[CH:21]4[CH2:24][N:25]([C:27]([N:29]5[CH:33]=[CH:32][N+](C)=C5)=[O:28])[CH2:26][CH:20]4[CH2:19]3)[CH:14]=[CH:15][CH:16]=2)[CH:11]=[N:10]1.Cl.[O:36]1C(NC)=[CH:39][N:38]=[CH:37]1.C(N(CC)CC)C.